Task: Regression/Classification. Given a drug SMILES string, predict its absorption, distribution, metabolism, or excretion properties. Task type varies by dataset: regression for continuous measurements (e.g., permeability, clearance, half-life) or binary classification for categorical outcomes (e.g., BBB penetration, CYP inhibition). For this dataset (lipophilicity_astrazeneca), we predict Y.. Dataset: Experimental lipophilicity measurements (octanol/water distribution) for 4,200 compounds from AstraZeneca (1) The drug is COc1cc2ncc(C(N)=O)c(Nc3ccccc3Cl)c2cc1OC. The Y is 2.89 logD. (2) The molecule is O=C(O)CCc1ccc(OCc2cccc(Br)c2)cc1. The Y is 1.67 logD. (3) The compound is O=C(Cc1ccc(OCc2ccccc2)cc1)NO. The Y is 1.92 logD. (4) The molecule is Cc1ncc(-c2ccnc(Nc3ccc(F)cc3)n2)n1C(C)C. The Y is 3.62 logD. (5) The drug is CCc1cccc2c3c([nH]c12)C(CC)(CC(=O)O)OCC3. The Y is 0.490 logD. (6) The compound is CC(C(=O)O)c1cccc(Oc2ccccc2)c1. The Y is 0.710 logD.